From a dataset of Forward reaction prediction with 1.9M reactions from USPTO patents (1976-2016). Predict the product of the given reaction. (1) Given the reactants [Cl:1][C:2]1[C:12]2[CH2:11][CH2:10][N:9]([C:13]([O:15][CH2:16][CH3:17])=[O:14])[CH2:8][CH2:7][C:6]=2[CH:5]=[CH:4][CH:3]=1.Cl.[N+:19]([O-:22])([OH:21])=[O:20], predict the reaction product. The product is: [Cl:1][C:2]1[C:12]2[CH2:11][CH2:10][N:9]([C:13]([O:15][CH2:16][CH3:17])=[O:14])[CH2:8][CH2:7][C:6]=2[CH:5]=[CH:4][C:3]=1[N+:19]([O-:21])=[O:20].[Cl:1][C:2]1[C:12]2[CH2:11][CH2:10][N:9]([C:13]([O:15][CH2:16][CH3:17])=[O:14])[CH2:8][CH2:7][C:6]=2[C:5]([N+:19]([O-:22])=[O:20])=[CH:4][CH:3]=1. (2) Given the reactants [CH3:1][S:2]([C:5]1[CH:10]=[CH:9][C:8]([NH:11][C:12]2[C:17]([N+:18]([O-:20])=[O:19])=[C:16]([O:21][CH:22]3[CH2:27][CH2:26][NH:25][CH2:24][CH2:23]3)[N:15]=[CH:14][N:13]=2)=[CH:7][CH:6]=1)(=[O:4])=[O:3].Cl[C:29]([O:31][CH2:32][CH3:33])=[O:30].C(N(CC)CC)C, predict the reaction product. The product is: [CH2:32]([O:31][C:29]([N:25]1[CH2:26][CH2:27][CH:22]([O:21][C:16]2[C:17]([N+:18]([O-:20])=[O:19])=[C:12]([NH:11][C:8]3[CH:9]=[CH:10][C:5]([S:2]([CH3:1])(=[O:4])=[O:3])=[CH:6][CH:7]=3)[N:13]=[CH:14][N:15]=2)[CH2:23][CH2:24]1)=[O:30])[CH3:33].